This data is from Forward reaction prediction with 1.9M reactions from USPTO patents (1976-2016). The task is: Predict the product of the given reaction. (1) Given the reactants [CH2:1]([O:3][C:4]([C:6]1([C:13]#[N:14])[CH2:8][CH:7]1[CH2:9][CH:10]([CH3:12])[CH3:11])=[O:5])[CH3:2].C(N(CC)CC)C, predict the reaction product. The product is: [CH2:1]([O:3][C:4]([C:6]1([CH2:13][NH2:14])[CH2:8][CH:7]1[CH2:9][CH:10]([CH3:11])[CH3:12])=[O:5])[CH3:2]. (2) Given the reactants [C:1]([N:5]1[CH:9]=[C:8]([C:10]2[N:15]=[C:14]([O:16][C@@H:17]([C@H:19]3[CH2:23][N:22]([C@@H](C4C=CC(OC)=CC=4)C)[C:21](=[O:34])[CH2:20]3)[CH3:18])[C:13]3[N:35]([CH:38]([F:40])[F:39])[CH:36]=[N:37][C:12]=3[CH:11]=2)[CH:7]=[N:6]1)([CH3:4])([CH3:3])[CH3:2], predict the reaction product. The product is: [C:1]([N:5]1[CH:9]=[C:8]([C:10]2[N:15]=[C:14]([O:16][C@@H:17]([C@H:19]3[CH2:23][NH:22][C:21](=[O:34])[CH2:20]3)[CH3:18])[C:13]3[N:35]([CH:38]([F:40])[F:39])[CH:36]=[N:37][C:12]=3[CH:11]=2)[CH:7]=[N:6]1)([CH3:2])([CH3:3])[CH3:4]. (3) Given the reactants [NH2:1][CH2:2][C:3]1[C:4]([CH2:24][CH:25]([CH3:27])[CH3:26])=[N:5][C:6]([CH3:23])=[C:7]([C:15]=1[C:16]1[CH:21]=[CH:20][C:19]([Cl:22])=[CH:18][CH:17]=1)[C:8]([O:10]C(C)(C)C)=[O:9].FC(F)(F)C(O)=O.O1CCOCC1.[ClH:41], predict the reaction product. The product is: [ClH:22].[ClH:41].[NH2:1][CH2:2][C:3]1[C:4]([CH2:24][CH:25]([CH3:27])[CH3:26])=[N:5][C:6]([CH3:23])=[C:7]([C:15]=1[C:16]1[CH:21]=[CH:20][C:19]([Cl:22])=[CH:18][CH:17]=1)[C:8]([OH:10])=[O:9]. (4) Given the reactants [S:1]1[C:5]2[CH:6]=[CH:7][C:8]([C:10](O)=[O:11])=[CH:9][C:4]=2[N:3]=[N:2]1.C(N(CC)CC)C.C(OC(Cl)=O)C(C)C.[BH4-].[Na+], predict the reaction product. The product is: [S:1]1[C:5]2[CH:6]=[CH:7][C:8]([CH2:10][OH:11])=[CH:9][C:4]=2[N:3]=[N:2]1. (5) Given the reactants [C@H:1]12[NH:17][C@H:5]([C@H:6]([C:8]3[CH:9]=[CH:10][C:11]([N:14]([CH3:16])[CH3:15])=[N:12][CH:13]=3)[CH2:7]1)[CH2:4][CH2:3][CH2:2]2.[C:18]([O:22][C:23](O[C:23]([O:22][C:18]([CH3:21])([CH3:20])[CH3:19])=[O:24])=[O:24])([CH3:21])([CH3:20])[CH3:19], predict the reaction product. The product is: [C:18]([O:22][C:23]([N:17]1[C@@H:5]2[C@H:6]([C:8]3[CH:13]=[N:12][C:11]([N:14]([CH3:15])[CH3:16])=[CH:10][CH:9]=3)[CH2:7][C@H:1]1[CH2:2][CH2:3][CH2:4]2)=[O:24])([CH3:21])([CH3:20])[CH3:19]. (6) Given the reactants Br[C:2]1[C:3]([F:19])=[CH:4][C:5]2[O:11][CH2:10][CH2:9][N:8]3[CH:12]=[C:13]([C:15]([NH2:17])=[O:16])[N:14]=[C:7]3[C:6]=2[CH:18]=1.[CH3:20][N:21]1[CH:25]=[CH:24][N:23]=[C:22]1[C:26]([OH:30])([C:28]#[CH:29])[CH3:27], predict the reaction product. The product is: [F:19][C:3]1[C:2]([C:29]#[C:28][C:26]([OH:30])([C:22]2[N:21]([CH3:20])[CH:25]=[CH:24][N:23]=2)[CH3:27])=[CH:18][C:6]2[C:7]3[N:8]([CH:12]=[C:13]([C:15]([NH2:17])=[O:16])[N:14]=3)[CH2:9][CH2:10][O:11][C:5]=2[CH:4]=1. (7) Given the reactants [CH3:1][O:2][C:3](=[O:11])[C:4]1[CH:9]=[C:8]([NH2:10])[CH:7]=[CH:6][N:5]=1.S(=O)(=O)(O)O.[N+:17]([O-])([O-:19])=[O:18].[K+], predict the reaction product. The product is: [CH3:1][O:2][C:3](=[O:11])[C:4]1[CH:9]=[C:8]([NH2:10])[C:7]([N+:17]([O-:19])=[O:18])=[CH:6][N:5]=1. (8) Given the reactants [CH:1]([N:14]1[CH2:17][CH:16]([O:18]S(C)(=O)=O)[CH2:15]1)([C:8]1[CH:13]=[CH:12][CH:11]=[CH:10][CH:9]=1)[C:2]1[CH:7]=[CH:6][CH:5]=[CH:4][CH:3]=1.[F:23][C:24]([F:32])([F:31])[CH:25](O)[C:26]([F:29])([F:28])[F:27], predict the reaction product. The product is: [CH:1]([N:14]1[CH2:17][CH:16]([O:18][CH:25]([C:26]([F:29])([F:28])[F:27])[C:24]([F:32])([F:31])[F:23])[CH2:15]1)([C:8]1[CH:13]=[CH:12][CH:11]=[CH:10][CH:9]=1)[C:2]1[CH:7]=[CH:6][CH:5]=[CH:4][CH:3]=1. (9) The product is: [NH:1]1[C:9]2[C:4](=[CH:5][C:6]([NH:10][C:11]3[C:12]([C:18]([NH2:20])=[O:19])=[N:13][CH:14]=[C:15]([NH:36][C@@H:31]4[CH2:32][CH2:33][CH2:34][CH2:35][C@@H:30]4[NH2:37])[N:16]=3)=[CH:7][CH:8]=2)[CH:3]=[N:2]1. Given the reactants [NH:1]1[C:9]2[C:4](=[CH:5][C:6]([NH:10][C:11]3[C:12]([C:18]([NH2:20])=[O:19])=[N:13][CH:14]=[C:15](Cl)[N:16]=3)=[CH:7][CH:8]=2)[CH:3]=[N:2]1.CCN(C(C)C)C(C)C.[C@@H:30]1([NH2:37])[CH2:35][CH2:34][CH2:33][CH2:32][C@@H:31]1[NH2:36].C(O)(C(F)(F)F)=O, predict the reaction product.